This data is from Forward reaction prediction with 1.9M reactions from USPTO patents (1976-2016). The task is: Predict the product of the given reaction. Given the reactants [CH3:1][CH:2]([CH3:30])[C@H:3]([NH:20][C:21]1[N:29]=[CH:28][N:27]=[C:26]2[C:22]=1[N:23]=[CH:24][NH:25]2)[C:4]([NH:6][C:7]1[C:8]([NH:13][C:14]2[CH:19]=[CH:18][CH:17]=[CH:16][CH:15]=2)=[N:9][CH:10]=[CH:11][CH:12]=1)=O, predict the reaction product. The product is: [CH3:1][CH:2]([CH3:30])[CH:3]([NH:20][C:21]1[N:29]=[CH:28][N:27]=[C:26]2[C:22]=1[N:23]=[CH:24][NH:25]2)[C:4]1[N:13]([C:14]2[CH:19]=[CH:18][CH:17]=[CH:16][CH:15]=2)[C:8]2=[N:9][CH:10]=[CH:11][CH:12]=[C:7]2[N:6]=1.